This data is from Reaction yield outcomes from USPTO patents with 853,638 reactions. The task is: Predict the reaction yield, written as a fraction of the theoretical maximum amount of product (1.0 means a 100% yield; for example, 0.34 means a 34% yield). (1) The reactants are [OH:1][C@@:2]1([C:9]#[C:10][C:11]2[CH:12]=[C:13]([C:17]3[N:22]=[C:21]([C:23]([O:25]CC)=O)[CH:20]=[C:19]([C:28]4[N:32]([CH3:33])[N:31]=[CH:30][CH:29]=4)[CH:18]=3)[CH:14]=[CH:15][CH:16]=2)[CH2:6][CH2:5][N:4]([CH3:7])[C:3]1=[O:8].[NH3:34]. No catalyst specified. The product is [OH:1][C@@:2]1([C:9]#[C:10][C:11]2[CH:12]=[C:13]([C:17]3[N:22]=[C:21]([C:23]([NH2:34])=[O:25])[CH:20]=[C:19]([C:28]4[N:32]([CH3:33])[N:31]=[CH:30][CH:29]=4)[CH:18]=3)[CH:14]=[CH:15][CH:16]=2)[CH2:6][CH2:5][N:4]([CH3:7])[C:3]1=[O:8]. The yield is 0.280. (2) The reactants are [CH3:1]/[C:2](/[CH2:13][CH2:14][CH:15]=[C:16]([CH3:18])[CH3:17])=[CH:3]\[CH2:4][O:5][C:6](=[O:12])[CH2:7][CH2:8][C:9]([OH:11])=[O:10].[OH-].[OH:20][CH2:21][CH2:22][N+:23]([CH3:26])([CH3:25])[CH3:24]. The catalyst is CO. The product is [CH3:1]/[C:2](/[CH2:13][CH2:14][CH:15]=[C:16]([CH3:18])[CH3:17])=[CH:3]\[CH2:4][O:5][C:6](=[O:12])[CH2:7][CH2:8][C:9]([O-:11])=[O:10].[OH:20][CH2:21][CH2:22][N+:23]([CH3:26])([CH3:25])[CH3:24]. The yield is 1.00. (3) The reactants are [C:1](=O)([O-])[O-].[Cs+].[Cs+].[CH2:7]([C:9]1[CH:14]=[CH:13][C:12]([OH:15])=[C:11]([C:16]2[O:17][CH:18]=[CH:19][CH:20]=2)[CH:10]=1)[CH3:8].[CH3:21][O:22][C:23](=[O:42])[CH2:24][CH2:25][C:26]1[CH:31]=[CH:30][C:29]([O:32][CH2:33][CH2:34][C@@H:35](OS(C)(=O)=O)[CH3:36])=[CH:28][CH:27]=1. The catalyst is CN(C=O)C. The product is [CH3:21][O:22][C:23](=[O:42])[CH2:24][CH2:25][C:26]1[CH:31]=[CH:30][C:29]([O:32][CH2:33][CH2:34][C@@H:35]([O:15][C:12]2[CH:13]=[CH:14][C:9]([CH2:7][CH3:8])=[CH:10][C:11]=2[C:16]2[O:17][CH:18]=[CH:19][CH:20]=2)[CH3:36])=[CH:28][C:27]=1[CH3:1]. The yield is 0.660.